From a dataset of TCR-epitope binding with 47,182 pairs between 192 epitopes and 23,139 TCRs. Binary Classification. Given a T-cell receptor sequence (or CDR3 region) and an epitope sequence, predict whether binding occurs between them. The epitope is KLVALGINAV. The TCR CDR3 sequence is CASSRGDTEAFF. Result: 1 (the TCR binds to the epitope).